Predict which catalyst facilitates the given reaction. From a dataset of Catalyst prediction with 721,799 reactions and 888 catalyst types from USPTO. (1) Reactant: C[O:2][C:3](=[O:33])[CH2:4][O:5][C:6]1[CH:11]=[C:10]([CH3:12])[CH:9]=[CH:8][C:7]=1[CH2:13][CH2:14][C:15]([N:17]1[CH2:22][C@H:21]([CH3:23])[N:20]([CH2:24][C:25]2[CH:30]=[CH:29][C:28]([F:31])=[CH:27][CH:26]=2)[CH2:19][C@H:18]1[CH3:32])=[O:16].O1CCCC1.CO.O.[OH-].[Li+]. Product: [F:31][C:28]1[CH:27]=[CH:26][C:25]([CH2:24][N:20]2[C@@H:21]([CH3:23])[CH2:22][N:17]([C:15](=[O:16])[CH2:14][CH2:13][C:7]3[CH:8]=[CH:9][C:10]([CH3:12])=[CH:11][C:6]=3[O:5][CH2:4][C:3]([OH:33])=[O:2])[C@H:18]([CH3:32])[CH2:19]2)=[CH:30][CH:29]=1. The catalyst class is: 126. (2) Reactant: C(OC(=O)[NH:7][C:8]1[CH:13]=[C:12]([C:14]2[CH:19]=[CH:18][CH:17]=[C:16]([NH:20][CH2:21][CH:22]3[CH2:27][CH2:26][O:25][CH2:24][CH2:23]3)[N:15]=2)[C:11]([Cl:28])=[CH:10][N:9]=1)(C)(C)C.Cl.O1CCOCC1. Product: [Cl:28][C:11]1[C:12]([C:14]2[CH:19]=[CH:18][CH:17]=[C:16]([NH:20][CH2:21][CH:22]3[CH2:27][CH2:26][O:25][CH2:24][CH2:23]3)[N:15]=2)=[CH:13][C:8]([NH2:7])=[N:9][CH:10]=1. The catalyst class is: 5. (3) Reactant: [CH:1]1([N:6]2[C:14]3[CH:13]=[C:12]([CH2:15]O)[CH:11]=[C:10]([C:17]([NH:19][CH2:20][C:21]4[C:22](=[O:29])[NH:23][C:24]([CH3:28])=[CH:25][C:26]=4[CH3:27])=[O:18])[C:9]=3[CH:8]=[N:7]2)[CH2:5][CH2:4][CH2:3][CH2:2]1.C1(P(C2C=CC=CC=2)C2C=CC=CC=2)C=CC=CC=1.C(Br)(Br)(Br)[Br:50]. Product: [Br:50][CH2:15][C:12]1[CH:11]=[C:10]([C:17]([NH:19][CH2:20][C:21]2[C:22](=[O:29])[NH:23][C:24]([CH3:28])=[CH:25][C:26]=2[CH3:27])=[O:18])[C:9]2[CH:8]=[N:7][N:6]([CH:1]3[CH2:5][CH2:4][CH2:3][CH2:2]3)[C:14]=2[CH:13]=1. The catalyst class is: 2. (4) Reactant: [OH:1][CH2:2][CH2:3][N:4]1[CH2:9][CH2:8][O:7][CH2:6][CH2:5]1.C(C1C(O)=C(C(C)(C)C)C=C(C)C=1)(C)(C)C.[H-].[Na+].Br[C:29]1[CH:30]=[C:31]([CH:52]=[CH:53][N:54]=1)[C:32]([NH:34][C:35]1[S:36][C:37]2[C:43]([CH:44]3[CH2:49][O:48][CH2:47][CH2:46][O:45]3)=[CH:42][CH:41]=[C:40]([O:50][CH3:51])[C:38]=2[N:39]=1)=[O:33]. The catalyst class is: 887. Product: [O:45]1[CH2:46][CH2:47][O:48][CH2:49][CH:44]1[C:43]1[C:37]2[S:36][C:35]([NH:34][C:32](=[O:33])[C:31]3[CH:52]=[CH:53][N:54]=[C:29]([O:1][CH2:2][CH2:3][N:4]4[CH2:9][CH2:8][O:7][CH2:6][CH2:5]4)[CH:30]=3)=[N:39][C:38]=2[C:40]([O:50][CH3:51])=[CH:41][CH:42]=1. (5) Reactant: [CH3:1][C:2]1[CH:3]=[C:4]([CH:24]=[CH:25][CH:26]=1)[CH:5]=[N:6][NH:7][C:8]1[CH:13]=[C:12]([N:14]2[CH2:19][CH2:18][O:17][CH2:16][CH2:15]2)[NH:11][N:10]([CH2:20][CH2:21][CH2:22][OH:23])[N:9]=1.[CH3:27][O:28][C:29]1[CH:30]=[C:31]([N:35]=[C:36]=[O:37])[CH:32]=[CH:33][CH:34]=1.CN(C1C=CC=CN=1)C. Product: [CH3:1][C:2]1[CH:3]=[C:4]([CH:24]=[CH:25][CH:26]=1)[CH:5]=[N:6][NH:7][C:8]1[CH:13]=[C:12]([N:14]2[CH2:15][CH2:16][O:17][CH2:18][CH2:19]2)[NH:11][N:10]([CH2:20][CH2:21][CH2:22][O:23][C:36](=[O:37])[NH:35][C:31]2[CH:32]=[CH:33][CH:34]=[C:29]([O:28][CH3:27])[CH:30]=2)[N:9]=1. The catalyst class is: 10.